Predict the reactants needed to synthesize the given product. From a dataset of Full USPTO retrosynthesis dataset with 1.9M reactions from patents (1976-2016). (1) Given the product [C:12]([O:11][C:9]([N:21]1[CH2:22][C:23](=[O:25])[NH:24][C:19]2[CH:18]=[C:17]([Br:16])[CH:27]=[N:26][C:20]1=2)=[O:10])([CH3:13])([CH3:14])[CH3:15], predict the reactants needed to synthesize it. The reactants are: [CH3:13][C:12]([O:11][C:9](O[C:9]([O:11][C:12]([CH3:15])([CH3:14])[CH3:13])=[O:10])=[O:10])([CH3:15])[CH3:14].[Br:16][C:17]1[CH:27]=[N:26][C:20]2[NH:21][CH2:22][C:23](=[O:25])[NH:24][C:19]=2[CH:18]=1.C(N(CC)CC)C. (2) Given the product [N:13]1([C:29]([O:31][CH2:32][C:33]2[CH:34]=[CH:35][CH:36]=[CH:37][CH:38]=2)=[O:30])[C:17](=[O:18])[CH2:16][CH2:15][C@H:14]1[C:19]([N:21]1[CH2:28][CH2:27][CH2:26][C@H:22]1[C:23]([NH:1][CH2:2][C:3]([OH:5])=[O:4])=[O:24])=[O:20], predict the reactants needed to synthesize it. The reactants are: [NH2:1][CH2:2][C:3]([OH:5])=[O:4].CN1CCOCC1.[N:13]1([C:29]([O:31][CH2:32][C:33]2[CH:38]=[CH:37][CH:36]=[CH:35][CH:34]=2)=[O:30])[C:17](=[O:18])[CH2:16][CH2:15][C@H:14]1[C:19]([N:21]1[CH2:28][CH2:27][CH2:26][C@H:22]1[C:23](O)=[O:24])=[O:20]. (3) Given the product [Cl:1][C:2]1[N:3]=[N:4][C:5]([N:23]2[CH2:24][CH2:25][CH:20]([N:19]([CH2:18][C:15]3[CH:16]=[CH:17][C:12]([F:11])=[CH:13][C:14]=3[C:27]([F:29])([F:28])[F:30])[CH3:26])[CH2:21][CH2:22]2)=[C:6]([CH3:9])[C:7]=1[CH3:8], predict the reactants needed to synthesize it. The reactants are: [Cl:1][C:2]1[N:3]=[N:4][C:5](Cl)=[C:6]([CH3:9])[C:7]=1[CH3:8].[F:11][C:12]1[CH:17]=[CH:16][C:15]([CH2:18][N:19]([CH3:26])[CH:20]2[CH2:25][CH2:24][NH:23][CH2:22][CH2:21]2)=[C:14]([C:27]([F:30])([F:29])[F:28])[CH:13]=1.C(=O)([O-])[O-].[Na+].[Na+]. (4) The reactants are: [Br:1][C:2]1[CH:3]=[N:4][C:5]([NH:8][C:9]2[CH:14]=[CH:13][C:12]([CH2:15][CH2:16][OH:17])=[CH:11][CH:10]=2)=[N:6][CH:7]=1.C(N(CC)CC)C.[CH3:25][S:26](Cl)(=[O:28])=[O:27]. Given the product [CH3:25][S:26]([O:17][CH2:16][CH2:15][C:12]1[CH:11]=[CH:10][C:9]([NH:8][C:5]2[N:4]=[CH:3][C:2]([Br:1])=[CH:7][N:6]=2)=[CH:14][CH:13]=1)(=[O:28])=[O:27], predict the reactants needed to synthesize it. (5) The reactants are: [NH2:1][C@@H:2]1[CH2:7][CH2:6][CH2:5][C@H:4]([NH:8][C:9]2[C:10]([CH3:29])=[N:11][C:12]3[C:17]([N:18]=2)=[C:16]([C:19]2[NH:23][C:22]4[C@@H:24]([CH3:28])[NH:25][C:26](=[O:27])[C:21]=4[CH:20]=2)[CH:15]=[CH:14][CH:13]=3)[CH2:3]1.[CH3:30][S:31](Cl)(=[O:33])=[O:32].C(N(CC)CC)C. Given the product [CH3:29][C:10]1[C:9]([NH:8][C@H:4]2[CH2:5][CH2:6][CH2:7][C@@H:2]([NH:1][S:31]([CH3:30])(=[O:33])=[O:32])[CH2:3]2)=[N:18][C:17]2[C:12]([N:11]=1)=[CH:13][CH:14]=[CH:15][C:16]=2[C:19]1[NH:23][C:22]2[C@@H:24]([CH3:28])[NH:25][C:26](=[O:27])[C:21]=2[CH:20]=1, predict the reactants needed to synthesize it. (6) Given the product [Br:16][CH:3]1[O:4][C:5](=[O:8])[C:6]([CH3:7])=[C:2]1[Cl:1], predict the reactants needed to synthesize it. The reactants are: [Cl:1][C:2]1[CH2:3][O:4][C:5](=[O:8])[C:6]=1[CH3:7].C1C(=O)N([Br:16])C(=O)C1.